From a dataset of Full USPTO retrosynthesis dataset with 1.9M reactions from patents (1976-2016). Predict the reactants needed to synthesize the given product. Given the product [F:27][C:19]1[CH:18]=[C:17]([CH:1]=[CH2:2])[CH:22]=[C:21]([O:23][CH:24]([F:26])[F:25])[CH:20]=1, predict the reactants needed to synthesize it. The reactants are: [CH2:1](C([SnH3])=C(CCCC)CCCC)[CH2:2]CC.Br[C:17]1[CH:22]=[C:21]([O:23][CH:24]([F:26])[F:25])[CH:20]=[C:19]([F:27])[CH:18]=1.[Cl-].[Li+].[OH-].[Na+].